From a dataset of Peptide-MHC class I binding affinity with 185,985 pairs from IEDB/IMGT. Regression. Given a peptide amino acid sequence and an MHC pseudo amino acid sequence, predict their binding affinity value. This is MHC class I binding data. (1) The MHC is HLA-A02:02 with pseudo-sequence HLA-A02:02. The binding affinity (normalized) is 0.598. The peptide sequence is SLIYYQNEVT. (2) The peptide sequence is AVYNLATC. The MHC is H-2-Kb with pseudo-sequence H-2-Kb. The binding affinity (normalized) is 0.487. (3) The peptide sequence is KPIPHRTVL. The MHC is HLA-B40:01 with pseudo-sequence HLA-B40:01. The binding affinity (normalized) is 0.0847. (4) The peptide sequence is DLQPCIDLI. The MHC is HLA-A68:02 with pseudo-sequence HLA-A68:02. The binding affinity (normalized) is 0.330. (5) The peptide sequence is IQYPLWWGH. The MHC is HLA-A30:01 with pseudo-sequence HLA-A30:01. The binding affinity (normalized) is 0.0847.